From a dataset of Full USPTO retrosynthesis dataset with 1.9M reactions from patents (1976-2016). Predict the reactants needed to synthesize the given product. (1) The reactants are: [NH:1]1[C:9]2[C:4](=[CH:5][CH:6]=[CH:7][C:8]=2[C:10]([O:12][CH3:13])=[O:11])[CH:3]=[CH:2]1.[H-].[H-].[H-].[H-].[Li+].[Al+3].[CH2:20]1COCC1. Given the product [NH:1]1[C:9]2[C:4](=[CH:5][CH:6]=[CH:7][C:8]=2[C:10]([O:12][CH2:13][CH3:20])=[O:11])[CH:3]=[CH:2]1.[NH:1]1[C:9]2[C:4](=[CH:5][CH:6]=[CH:7][C:8]=2[CH2:10][OH:11])[CH:3]=[CH:2]1, predict the reactants needed to synthesize it. (2) The reactants are: F[C:2]1[N:7]=[CH:6][C:5]([N:8]2[CH2:12][CH2:11][N:10]([C:13]3[CH:14]=[N:15][CH:16]=[CH:17][C:18]=3[CH3:19])[C:9]2=[O:20])=[CH:4][CH:3]=1.CO.C([O-])(O)=[O:24].[Na+]. Given the product [OH:24][C:2]1[N:7]=[CH:6][C:5]([N:8]2[CH2:12][CH2:11][N:10]([C:13]3[CH:14]=[N:15][CH:16]=[CH:17][C:18]=3[CH3:19])[C:9]2=[O:20])=[CH:4][CH:3]=1, predict the reactants needed to synthesize it. (3) Given the product [C:1]([C:5]1[CH:10]=[C:9]([NH:11][C:12]([NH:46][C:39]2[C:40]3[C:45](=[CH:44][CH:43]=[CH:42][CH:41]=3)[C:36]([O:35][C:33]3[CH:32]=[CH:31][N:30]=[C:29]([Cl:28])[N:34]=3)=[CH:37][CH:38]=2)=[O:20])[C:8]([O:21][CH3:22])=[C:7]([NH:23][S:24]([CH3:27])(=[O:25])=[O:26])[CH:6]=1)([CH3:4])([CH3:2])[CH3:3], predict the reactants needed to synthesize it. The reactants are: [C:1]([C:5]1[CH:6]=[C:7]([NH:23][S:24]([CH3:27])(=[O:26])=[O:25])[C:8]([O:21][CH3:22])=[C:9]([NH:11][C:12](=[O:20])OC2C=CC=CC=2)[CH:10]=1)([CH3:4])([CH3:3])[CH3:2].[Cl:28][C:29]1[N:34]=[C:33]([O:35][C:36]2[C:45]3[C:40](=[CH:41][CH:42]=[CH:43][CH:44]=3)[C:39]([NH2:46])=[CH:38][CH:37]=2)[CH:32]=[CH:31][N:30]=1.CCN(CC)CC. (4) Given the product [C:4]([O:3][C:1](=[O:2])[N:8]([C@H:9]([CH:14]=[O:15])[C@@H:10]([CH3:11])[CH2:12][CH3:13])[CH3:16])([CH3:5])([CH3:7])[CH3:6], predict the reactants needed to synthesize it. The reactants are: [C:1]([N:8]([CH3:16])[C@H:9]([CH2:14][OH:15])[C@H:10]([CH2:12][CH3:13])[CH3:11])([O:3][C:4]([CH3:7])([CH3:6])[CH3:5])=[O:2].C([O-])(O)=O.[Na+].[K+].[Br-].Cl[O-].[Na+]. (5) Given the product [Cl:1][C:2]1[C:3]([N:10]2[CH2:15][CH2:14][N:13]([C:16]([O:18][C:19]([CH3:22])([CH3:21])[CH3:20])=[O:17])[CH2:12][CH2:11]2)=[N:4][CH:5]=[C:6]([C:8]([NH:23][OH:24])=[NH:9])[CH:7]=1, predict the reactants needed to synthesize it. The reactants are: [Cl:1][C:2]1[C:3]([N:10]2[CH2:15][CH2:14][N:13]([C:16]([O:18][C:19]([CH3:22])([CH3:21])[CH3:20])=[O:17])[CH2:12][CH2:11]2)=[N:4][CH:5]=[C:6]([C:8]#[N:9])[CH:7]=1.[NH2:23][OH:24].